This data is from Catalyst prediction with 721,799 reactions and 888 catalyst types from USPTO. The task is: Predict which catalyst facilitates the given reaction. (1) Reactant: [CH:1]1([C:4]2[CH:9]=[CH:8][N:7]=[C:6]([NH2:10])[CH:5]=2)[CH2:3][CH2:2]1.CCN(C(C)C)C(C)C.[CH3:20][C:21]1([CH3:37])[C:25]([CH3:27])([CH3:26])[O:24][B:23]([C:28]2[CH:36]=[CH:35][C:31]([C:32](O)=[O:33])=[CH:30][CH:29]=2)[O:22]1. Product: [CH:1]1([C:4]2[CH:9]=[CH:8][N:7]=[C:6]([NH:10][C:32](=[O:33])[C:31]3[CH:30]=[CH:29][C:28]([B:23]4[O:24][C:25]([CH3:26])([CH3:27])[C:21]([CH3:37])([CH3:20])[O:22]4)=[CH:36][CH:35]=3)[CH:5]=2)[CH2:3][CH2:2]1. The catalyst class is: 2. (2) Reactant: C[O:2][C:3]([C:5]1[S:6][C:7]([C:30]2[CH2:35][CH2:34][CH2:33][CH2:32][CH:31]=2)=[CH:8][C:9]=1[N:10]([C@H:20]1[CH2:25][CH2:24][C@H:23]([O:26][CH2:27][O:28][CH3:29])[CH2:22][CH2:21]1)[C:11]([C@H:13]1[CH2:18][CH2:17][C@H:16]([CH3:19])[CH2:15][CH2:14]1)=[O:12])=[O:4].[Li+].[OH-].O. Product: [C:30]1([C:7]2[S:6][C:5]([C:3]([OH:4])=[O:2])=[C:9]([N:10]([C@H:20]3[CH2:21][CH2:22][C@H:23]([O:26][CH2:27][O:28][CH3:29])[CH2:24][CH2:25]3)[C:11]([C@H:13]3[CH2:18][CH2:17][C@H:16]([CH3:19])[CH2:15][CH2:14]3)=[O:12])[CH:8]=2)[CH2:35][CH2:34][CH2:33][CH2:32][CH:31]=1. The catalyst class is: 278.